From a dataset of hERG potassium channel inhibition data for cardiac toxicity prediction from Karim et al.. Regression/Classification. Given a drug SMILES string, predict its toxicity properties. Task type varies by dataset: regression for continuous values (e.g., LD50, hERG inhibition percentage) or binary classification for toxic/non-toxic outcomes (e.g., AMES mutagenicity, cardiotoxicity, hepatotoxicity). Dataset: herg_karim. The compound is CS(=O)(=O)Nc1ccc(OCC(=O)NCCCc2ccc(Cl)c(Cl)c2)cc1. The result is 0 (non-blocker).